This data is from NCI-60 drug combinations with 297,098 pairs across 59 cell lines. The task is: Regression. Given two drug SMILES strings and cell line genomic features, predict the synergy score measuring deviation from expected non-interaction effect. Drug 1: C1=NC2=C(N1)C(=S)N=C(N2)N. Drug 2: CC1C(C(=O)NC(C(=O)N2CCCC2C(=O)N(CC(=O)N(C(C(=O)O1)C(C)C)C)C)C(C)C)NC(=O)C3=C4C(=C(C=C3)C)OC5=C(C(=O)C(=C(C5=N4)C(=O)NC6C(OC(=O)C(N(C(=O)CN(C(=O)C7CCCN7C(=O)C(NC6=O)C(C)C)C)C)C(C)C)C)N)C. Cell line: NCIH23. Synergy scores: CSS=41.7, Synergy_ZIP=-1.28, Synergy_Bliss=0.709, Synergy_Loewe=0.673, Synergy_HSA=0.681.